From a dataset of Reaction yield outcomes from USPTO patents with 853,638 reactions. Predict the reaction yield, written as a fraction of the theoretical maximum amount of product (1.0 means a 100% yield; for example, 0.34 means a 34% yield). (1) The reactants are Br[C:2]1[CH:3]=[C:4]2[C:10](I)=[N:9][N:8]([CH:12]3[CH2:17][CH2:16][CH2:15][CH2:14][O:13]3)[C:5]2=[CH:6][N:7]=1.[CH2:18]([N:25]1[CH:29]=[C:28](B2OC(C)(C)C(C)(C)O2)[CH:27]=[N:26]1)[C:19]1[CH:24]=[CH:23][CH:22]=[CH:21][CH:20]=1.[N:39]1[CH:44]=[CH:43][CH:42]=[C:41](B2OC(C)(C)C(C)(C)O2)[CH:40]=1. No catalyst specified. The product is [CH2:18]([N:25]1[CH:29]=[C:28]([C:10]2[C:4]3[C:5](=[CH:6][N:7]=[C:2]([C:41]4[CH:40]=[N:39][CH:44]=[CH:43][CH:42]=4)[CH:3]=3)[N:8]([CH:12]3[CH2:17][CH2:16][CH2:15][CH2:14][O:13]3)[N:9]=2)[CH:27]=[N:26]1)[C:19]1[CH:20]=[CH:21][CH:22]=[CH:23][CH:24]=1. The yield is 0.540. (2) The yield is 0.980. The reactants are [CH3:1][O:2][C:3]1[C:37]([O:38][CH3:39])=[CH:36][CH:35]=[CH:34][C:4]=1[CH2:5][N:6]([CH2:27][CH2:28][CH2:29][CH2:30][CH2:31][CH2:32][CH3:33])[C:7](=[O:26])[CH2:8][O:9][C:10]1[CH:15]=[CH:14][C:13]([CH2:16][C@H:17]([O:23][CH2:24][CH3:25])[C:18]([O:20]CC)=[O:19])=[CH:12][CH:11]=1.[Li+].[OH-].Cl. The product is [CH3:1][O:2][C:3]1[C:37]([O:38][CH3:39])=[CH:36][CH:35]=[CH:34][C:4]=1[CH2:5][N:6]([CH2:27][CH2:28][CH2:29][CH2:30][CH2:31][CH2:32][CH3:33])[C:7](=[O:26])[CH2:8][O:9][C:10]1[CH:11]=[CH:12][C:13]([CH2:16][C@H:17]([O:23][CH2:24][CH3:25])[C:18]([OH:20])=[O:19])=[CH:14][CH:15]=1. The catalyst is C(#N)C. (3) The reactants are [NH2:1][C:2]1[C:3]([C:7]#[N:8])=[N:4][O:5][N:6]=1.[F:9][C:10]([F:21])([F:20])[C:11](O[C:11](=[O:12])[C:10]([F:21])([F:20])[F:9])=[O:12]. The catalyst is C(Cl)Cl.CN(C1C=CN=CC=1)C. The product is [C:7]([C:3]1[C:2]([NH:1][C:11](=[O:12])[C:10]([F:21])([F:20])[F:9])=[N:6][O:5][N:4]=1)#[N:8]. The yield is 0.680. (4) The reactants are [NH2:1][C@@H:2]([CH2:39][C:40]1[CH:45]=[CH:44][CH:43]=[CH:42][CH:41]=1)[C@@H:3]([OH:38])[CH2:4][C@@H:5]([NH:13][C:14](=[O:37])[C@@H:15]([N:20]1[CH2:24][CH2:23][N:22]([CH2:25][C:26]2[C:35]3[C:30](=[CH:31][CH:32]=[CH:33][CH:34]=3)[N:29]=[CH:28][CH:27]=2)[C:21]1=[O:36])[C@@H:16]([CH3:19])[CH2:17][CH3:18])[CH2:6][C:7]1[CH:12]=[CH:11][CH:10]=[CH:9][CH:8]=1.[CH3:46][O:47][C:48]([NH:50][C@@H:51]([C:55]([CH3:58])([CH3:57])[CH3:56])[C:52](O)=[O:53])=[O:49].CCN=C=NCCCN(C)C.C1C=CC2N(O)N=NC=2C=1.CN1CCOCC1. The catalyst is CN(C=O)C. The product is [CH2:39]([C@H:2]([NH:1][C:52]([C@@H:51]([NH:50][C:48](=[O:49])[O:47][CH3:46])[C:55]([CH3:58])([CH3:57])[CH3:56])=[O:53])[C@@H:3]([OH:38])[CH2:4][C@@H:5]([NH:13][C:14](=[O:37])[C@@H:15]([N:20]1[CH2:24][CH2:23][N:22]([CH2:25][C:26]2[C:35]3[C:30](=[CH:31][CH:32]=[CH:33][CH:34]=3)[N:29]=[CH:28][CH:27]=2)[C:21]1=[O:36])[CH:16]([CH3:19])[CH2:17][CH3:18])[CH2:6][C:7]1[CH:12]=[CH:11][CH:10]=[CH:9][CH:8]=1)[C:40]1[CH:41]=[CH:42][CH:43]=[CH:44][CH:45]=1. The yield is 0.170. (5) The reactants are [Br:1][C:2]1[N:6]=[C:5]([CH:7]=O)[N:4]([CH3:9])[N:3]=1.[Cl-].[CH3:11][C:12]1[N:17]2[N:18]=[C:19]([CH2:21][P+](C3C=CC=CC=3)(C3C=CC=CC=3)C3C=CC=CC=3)[N:20]=[C:16]2[C:15]([CH3:41])=[CH:14][N:13]=1.C1CCN2C(=NCCC2)CC1. The catalyst is O1CCCC1. The product is [Br:1][C:2]1[N:6]=[C:5](/[CH:7]=[CH:21]/[C:19]2[N:20]=[C:16]3[N:17]([C:12]([CH3:11])=[N:13][CH:14]=[C:15]3[CH3:41])[N:18]=2)[N:4]([CH3:9])[N:3]=1. The yield is 0.730. (6) The reactants are [F:1][C:2]1[CH:3]=[C:4]([CH:9]=[CH:10][C:11]=1[C:12]1[C:16]2=[N:17][CH:18]=[CH:19][CH:20]=[C:15]2[NH:14][N:13]=1)[C:5]([O:7][CH3:8])=[O:6].[H-].[Na+].[Cl:23][C:24]1[CH:32]=[CH:31][CH:30]=[C:29]([CH:33]2[CH2:38][CH2:37][CH2:36][CH2:35][CH2:34]2)[C:25]=1[C:26](Cl)=[O:27]. The catalyst is C1COCC1. The product is [Cl:23][C:24]1[CH:32]=[CH:31][CH:30]=[C:29]([CH:33]2[CH2:34][CH2:35][CH2:36][CH2:37][CH2:38]2)[C:25]=1[C:26]([N:14]1[C:15]2[C:16](=[N:17][CH:18]=[CH:19][CH:20]=2)[C:12]([C:11]2[CH:10]=[CH:9][C:4]([C:5]([O:7][CH3:8])=[O:6])=[CH:3][C:2]=2[F:1])=[N:13]1)=[O:27]. The yield is 0.260.